Dataset: Reaction yield outcomes from USPTO patents with 853,638 reactions. Task: Predict the reaction yield, written as a fraction of the theoretical maximum amount of product (1.0 means a 100% yield; for example, 0.34 means a 34% yield). (1) The reactants are Br[C:2]1[C:10]2[C:5](=[CH:6][C:7]([F:11])=[CH:8][CH:9]=2)[N:4]([S:12]([C:15]2[CH:20]=[CH:19][CH:18]=[CH:17][CH:16]=2)(=[O:14])=[O:13])[CH:3]=1.CC1(C)C(C)(C)OB([C:29]2[CH:30]=[N:31][N:32]([C:34]3[CH:39]=[CH:38][N:37]=[CH:36][CH:35]=3)[CH:33]=2)O1.CC(C1C=C(C(C)C)C(C2C=CC=CC=2P(C2CCCCC2)C2CCCCC2)=C(C(C)C)C=1)C.[O-]P([O-])([O-])=O.[K+].[K+].[K+]. The catalyst is O1CCOCC1.O.C1C=CC(/C=C/C(/C=C/C2C=CC=CC=2)=O)=CC=1.C1C=CC(/C=C/C(/C=C/C2C=CC=CC=2)=O)=CC=1.C1C=CC(/C=C/C(/C=C/C2C=CC=CC=2)=O)=CC=1.[Pd].[Pd]. The product is [F:11][C:7]1[CH:6]=[C:5]2[C:10]([C:2]([C:29]3[CH:30]=[N:31][N:32]([C:34]4[CH:39]=[CH:38][N:37]=[CH:36][CH:35]=4)[CH:33]=3)=[CH:3][N:4]2[S:12]([C:15]2[CH:20]=[CH:19][CH:18]=[CH:17][CH:16]=2)(=[O:14])=[O:13])=[CH:9][CH:8]=1. The yield is 0.960. (2) The catalyst is C(Cl)Cl. The yield is 0.120. The reactants are [NH2:1][CH2:2][CH2:3][CH2:4][S:5][C:6]1[C:16]2[CH2:15][CH2:14][N:13](C(OC(C)(C)C)=O)[CH2:12][CH2:11][C:10]=2[CH:9]=[CH:8][C:7]=1[Cl:24].C(N(CC)CC)C.[C:32](Cl)(=[O:39])[C:33]1[CH:38]=[CH:37][CH:36]=[CH:35][CH:34]=1.[F:41][C:42]([F:47])([F:46])[C:43]([OH:45])=[O:44]. The product is [F:41][C:42]([F:47])([F:46])[C:43]([OH:45])=[O:44].[C:32]([NH:1][CH2:2][CH2:3][CH2:4][S:5][C:6]1[C:16]2[CH2:15][CH2:14][NH:13][CH2:12][CH2:11][C:10]=2[CH:9]=[CH:8][C:7]=1[Cl:24])(=[O:39])[C:33]1[CH:38]=[CH:37][CH:36]=[CH:35][CH:34]=1.